From a dataset of Experimentally validated miRNA-target interactions with 360,000+ pairs, plus equal number of negative samples. Binary Classification. Given a miRNA mature sequence and a target amino acid sequence, predict their likelihood of interaction. (1) The miRNA is mmu-miR-295-3p with sequence AAAGUGCUACUACUUUUGAGUCU. The protein sequence of the target gene is MEGCVSNLMVCNLAYSGKLEELKESILADKSLATRTDQDSRTALHWACSAGHTEIVEFLLQLGVPVNDKDDAGWSPLHIAASAGRDEIVKALLGKGAQVNAVNQNGCTPLHYAASKNRHEIAVMLLEGGANPDAKDHYEATAMHRAAAKGNLKMIHILLYYKASTNIQDTEGNTPLHLACDEERVEEAKLLVSQGASIYIENKEEKTPLQVAKGGLGLILKRMVEG. Result: 0 (no interaction). (2) The miRNA is rno-miR-106b-5p with sequence UAAAGUGCUGACAGUGCAGAU. The protein sequence of the target gene is MQPWQCLRRFALAWWERTAEGRARSPREEVGPRDPGGRGEPDPERSSPPMLSADDAEYPREYRTLGGGGGGGSGGRRFSNVGLVHTSERRHTVIAAQSLEALSGLQKADADRKRDAFMDHLKSKYPQHALALRGQQDRMREQVGGWTVDPVCLLSSLCSHLHGDSTPSGAGQPAQQPNYWSFKTRSSRHTQGAQPGLADQAAKLSYASAESLETMSEAELPLGFSRMNRFRQSLPLSRSASQTKLRSPGVLFLQFGEETRRVHITHEVSSLDTLHALIAHMFPQKLTMGMLKSPNTAILI.... Result: 0 (no interaction). (3) The miRNA is hsa-miR-3671 with sequence AUCAAAUAAGGACUAGUCUGCA. The protein sequence of the target gene is MAEPVGKRGRWSGGSGAGRGGRGGWGGRGRRPRAQRSPSRGTLDVVSVDLVTDSDEEILEVATARGAADEVEVEPPEPPGPVASRDNSNSDSEGEDRRPAGPPREPVRRRRRLVLDPGEAPLVPVYSGKVKSSLRLIPDDLSLLKLYPPGDEEEAELADSSGLYHEGSPSPGSPWKTKLRTKDKEEKKKTEFLDLDNSPLSPPSPRTKSRTHTRALKKLSEVNKRLQDLRSCLSPKPPQGQEQQGQEDEVVLVEGPTLPETPRLFPLKIRCRADLVRLPLRMSEPLQSVVDHMATHLGVS.... Result: 1 (interaction).